Dataset: Catalyst prediction with 721,799 reactions and 888 catalyst types from USPTO. Task: Predict which catalyst facilitates the given reaction. (1) Reactant: [Br:1][C:2]1[CH:3]=[C:4]2[C:9](=[CH:10][CH:11]=1)[NH:8][C:7](=[O:12])[CH2:6][C:5]2([CH3:14])[CH3:13].[H-].[Na+].[CH3:17][O:18][C:19]1[CH:26]=[CH:25][C:22]([CH2:23]Cl)=[CH:21][CH:20]=1. Product: [Br:1][C:2]1[CH:3]=[C:4]2[C:9](=[CH:10][CH:11]=1)[N:8]([CH2:23][C:22]1[CH:25]=[CH:26][C:19]([O:18][CH3:17])=[CH:20][CH:21]=1)[C:7](=[O:12])[CH2:6][C:5]2([CH3:14])[CH3:13]. The catalyst class is: 1. (2) Reactant: FC(F)(F)C(O)=O.[OH:8][C:9]1[CH:43]=[CH:42][C:12]([O:13][CH2:14][CH2:15][CH:16]2[CH2:21][CH2:20][N:19]([C:22]3[CH:23]=[N:24][CH:25]=[C:26]([O:28][CH2:29][C@@H:30]4[CH2:34][CH2:33][CH2:32][N:31]4C(OC(C)(C)C)=O)[CH:27]=3)[CH2:18][CH2:17]2)=[CH:11][CH:10]=1. Product: [NH:31]1[CH2:32][CH2:33][CH2:34][C@H:30]1[CH2:29][O:28][C:26]1[CH:27]=[C:22]([N:19]2[CH2:18][CH2:17][CH:16]([CH2:15][CH2:14][O:13][C:12]3[CH:42]=[CH:43][C:9]([OH:8])=[CH:10][CH:11]=3)[CH2:21][CH2:20]2)[CH:23]=[N:24][CH:25]=1. The catalyst class is: 34. (3) Reactant: [CH3:1][O:2][CH2:3][C@H:4]1[CH2:8][CH2:7][CH2:6][N:5]1[C:9]([C:11]1[S:19][C:18]2[C:13](=[N:14][CH:15]=[CH:16][C:17]=2[O:20][C:21]2[CH:22]=[C:23]3[C:27](=[CH:28][CH:29]=2)[NH:26][C:25]([CH3:30])=[CH:24]3)[CH:12]=1)=[O:10].[C:31](Cl)(=[O:33])[CH3:32]. Product: [CH3:1][O:2][CH2:3][CH:4]1[CH2:8][CH2:7][CH2:6][N:5]1[C:9]([C:11]1[S:19][C:18]2[C:13](=[N:14][CH:15]=[CH:16][C:17]=2[O:20][C:21]2[CH:22]=[C:23]3[C:27](=[CH:28][CH:29]=2)[N:26]([C:31](=[O:33])[CH3:32])[C:25]([CH3:30])=[CH:24]3)[CH:12]=1)=[O:10]. The catalyst class is: 241. (4) Reactant: C([NH:5][C:6]1[C:7]([F:18])=[C:8]([CH2:15][CH2:16][OH:17])[C:9]([N+:12]([O-:14])=[O:13])=[CH:10][CH:11]=1)(C)(C)C. Product: [NH2:5][C:6]1[C:7]([F:18])=[C:8]([CH2:15][CH2:16][OH:17])[C:9]([N+:12]([O-:14])=[O:13])=[CH:10][CH:11]=1. The catalyst class is: 33. (5) Reactant: Cl[C:2]1[N:3]=[CH:4][C:5]([C:8]([O:10]C)=[O:9])=[N:6][CH:7]=1.C([O-])([O-])=O.[K+].[K+].[CH3:18][C:19]1[N:23]=[CH:22][NH:21][N:20]=1.Cl. Product: [CH3:18][C:19]1[N:23]=[CH:22][N:21]([C:2]2[N:3]=[CH:4][C:5]([C:8]([OH:10])=[O:9])=[N:6][CH:7]=2)[N:20]=1. The catalyst class is: 9.